Dataset: Reaction yield outcomes from USPTO patents with 853,638 reactions. Task: Predict the reaction yield, written as a fraction of the theoretical maximum amount of product (1.0 means a 100% yield; for example, 0.34 means a 34% yield). (1) The reactants are [S:1]1[C:5]([CH:6]([NH:10][C:11]2[CH:16]=[CH:15][CH:14]=[CH:13][CH:12]=2)[C:7]([OH:9])=[O:8])=[CH:4][C:3]2[CH:17]=[CH:18][CH:19]=[CH:20][C:2]1=2.[N:21]12[CH2:28][CH2:27][CH:24]([CH2:25][CH2:26]1)[C@@H:23](O)[CH2:22]2.C1C=CC2N(O)N=NC=2C=1.C1CCC(N=C=NC2CCCCC2)CC1. The catalyst is C1COCC1. The product is [S:1]1[C:5]([CH:6]([NH:10][C:11]2[CH:16]=[CH:15][CH:14]=[CH:13][CH:12]=2)[C:7]([O:9][C@@H:23]2[CH:24]3[CH2:27][CH2:28][N:21]([CH2:26][CH2:25]3)[CH2:22]2)=[O:8])=[CH:4][C:3]2[CH:17]=[CH:18][CH:19]=[CH:20][C:2]1=2. The yield is 0.327. (2) The reactants are [NH2:1][C:2]1[N:7]=[CH:6][N:5]=[C:4]2[N:8]([CH2:25][C@H:26]3[CH2:30][CH2:29][CH2:28][N:27]3[C:31](=[O:35])[CH2:32][C:33]#[N:34])[N:9]=[C:10]([C:11]3[CH:16]=[CH:15][C:14]([O:17][C:18]4[CH:23]=[CH:22][CH:21]=[CH:20][C:19]=4[F:24])=[CH:13][CH:12]=3)[C:3]=12.N1[CH2:41][CH2:40][CH2:39][CH2:38]C1.C1(C=O)CC1. The catalyst is CO. The product is [NH2:1][C:2]1[N:7]=[CH:6][N:5]=[C:4]2[N:8]([CH2:25][C@H:26]3[CH2:30][CH2:29][CH2:28][N:27]3[C:31]([C:32](=[CH:38][CH:39]3[CH2:41][CH2:40]3)[C:33]#[N:34])=[O:35])[N:9]=[C:10]([C:11]3[CH:16]=[CH:15][C:14]([O:17][C:18]4[CH:23]=[CH:22][CH:21]=[CH:20][C:19]=4[F:24])=[CH:13][CH:12]=3)[C:3]=12. The yield is 0.320. (3) The reactants are [F:1][C:2]1[CH:3]=[C:4]2C(=[CH:9][CH:10]=1)NC(=O)[C:5]2=[N:12][N:13]=CC1(C)CC(C)(C(O)=O)CN1.Cl.C(N=C=NCCCN(C)C)C.[OH:37][C:38]1C2N=NNC=2[CH:41]=[CH:40][CH:39]=1.C([N:49]([CH2:52][CH3:53])[CH2:50][CH3:51])C.[NH2:54][C:55]1[CH:60]=[C:59]([F:61])[CH:58]=[CH:57][C:56]=1[NH:62][C:63](=[O:74])[C:64]1[CH:69]=[CH:68][C:67]([NH:70][CH2:71][CH2:72][NH2:73])=[N:66][CH:65]=1.[CH3:75][N:76]([CH:78]=[O:79])C. The catalyst is [Cl-].[Na+].O. The product is [NH2:54][C:55]1[CH:60]=[C:59]([F:61])[CH:58]=[CH:57][C:56]=1[NH:62][C:63](=[O:74])[C:64]1[CH:69]=[CH:68][C:67]([NH:70][CH2:71][CH2:72][NH:73][C:38]([C:39]2[C:40]([CH3:41])=[C:52]([CH:53]=[N:13][N:12]=[C:5]3[C:4]4[C:75](=[CH:9][CH:10]=[C:2]([F:1])[CH:3]=4)[NH:76][C:78]3=[O:79])[NH:49][C:50]=2[CH3:51])=[O:37])=[N:66][CH:65]=1. The yield is 0.680. (4) The reactants are [OH:1][C@@H:2]1[C@@H:6]([CH2:7][C:8]([NH:10][CH3:11])=[O:9])[N:5]([C:12]([O:14][C:15]([CH3:18])([CH3:17])[CH3:16])=[O:13])[C@@H:4]2[CH2:19][O:20][Si:21]([CH:34]([CH3:36])[CH3:35])([CH:31]([CH3:33])[CH3:32])[O:22][Si:23]([CH:28]([CH3:30])[CH3:29])([CH:25]([CH3:27])[CH3:26])[O:24][C@@H:3]12.CC(OI1(OC(C)=O)(OC(C)=O)OC(=O)C2C=CC=CC1=2)=O. The catalyst is C(Cl)Cl.CCOCC. The product is [CH:28]([Si:23]1([CH:25]([CH3:27])[CH3:26])[O:24][C@@H:3]2[C@H:4]([N:5]([C:12]([O:14][C:15]([CH3:17])([CH3:16])[CH3:18])=[O:13])[C@H:6]([CH2:7][C:8]([NH:10][CH3:11])=[O:9])[C:2]2=[O:1])[CH2:19][O:20][Si:21]([CH:31]([CH3:33])[CH3:32])([CH:34]([CH3:36])[CH3:35])[O:22]1)([CH3:29])[CH3:30]. The yield is 0.800.